Dataset: Reaction yield outcomes from USPTO patents with 853,638 reactions. Task: Predict the reaction yield, written as a fraction of the theoretical maximum amount of product (1.0 means a 100% yield; for example, 0.34 means a 34% yield). (1) The reactants are CC1(C)C(C)(C)OB([C:9]2[CH:14]=[CH:13][C:12]([C:15]3[CH:20]=[CH:19][C:18]([N:21]4[C:33]5[CH:32]=[CH:31][CH:30]=[CH:29][C:28]=5[C:27]5[C:22]4=[CH:23][CH:24]=[CH:25][CH:26]=5)=[CH:17][CH:16]=3)=[CH:11][CH:10]=2)O1.Br[C:36]1[CH:49]=[CH:48][C:39]2[O:40][C:41]3[CH:46]=[CH:45][C:44]([Br:47])=[CH:43][C:42]=3[C:38]=2[CH:37]=1.C(=O)([O-])[O-].[K+].[K+].O1CCOCC1. The catalyst is [Pd].C1(P(C2C=CC=CC=2)C2C=CC=CC=2)C=CC=CC=1.C1(P(C2C=CC=CC=2)C2C=CC=CC=2)C=CC=CC=1.C1(P(C2C=CC=CC=2)C2C=CC=CC=2)C=CC=CC=1.C1(P(C2C=CC=CC=2)C2C=CC=CC=2)C=CC=CC=1.O. The product is [Br:47][C:44]1[CH:45]=[CH:46][C:41]2[O:40][C:39]3[CH:48]=[CH:49][C:36]([C:9]4[CH:10]=[CH:11][C:12]([C:15]5[CH:16]=[CH:17][C:18]([N:21]6[C:22]7[CH:23]=[CH:24][CH:25]=[CH:26][C:27]=7[C:28]7[C:33]6=[CH:32][CH:31]=[CH:30][CH:29]=7)=[CH:19][CH:20]=5)=[CH:13][CH:14]=4)=[CH:37][C:38]=3[C:42]=2[CH:43]=1. The yield is 0.440. (2) The reactants are [CH3:1][CH:2]([CH2:7][N:8]1[CH2:12][CH2:11][CH2:10][CH2:9]1)[CH2:3][C:4]([OH:6])=O.C(Cl)(=O)C(Cl)=O.C(OC([N:26]1[C:30]([NH2:31])=[CH:29][C:28]([C:32]2[CH:33]=[N:34][C:35]([CH3:38])=[CH:36][CH:37]=2)=[N:27]1)=O)(C)(C)C.Cl. The catalyst is CC#N.CN(C=O)C. The product is [CH3:1][CH:2]([CH2:7][N:8]1[CH2:12][CH2:11][CH2:10][CH2:9]1)[CH2:3][C:4]([NH:31][C:30]1[NH:26][N:27]=[C:28]([C:32]2[CH:33]=[N:34][C:35]([CH3:38])=[CH:36][CH:37]=2)[CH:29]=1)=[O:6]. The yield is 0.360. (3) The reactants are CO[C:3](=[O:24])[C:4]1[CH:9]=[CH:8][C:7]([O:10][CH2:11][C:12]2[C:13]([C:18]3[CH:23]=[CH:22][CH:21]=[CH:20][N:19]=3)=[N:14][O:15][C:16]=2[CH3:17])=[N:6][CH:5]=1.[F:25][C:26]([F:30])([F:29])[CH2:27][NH2:28]. No catalyst specified. The product is [CH3:17][C:16]1[O:15][N:14]=[C:13]([C:18]2[CH:23]=[CH:22][CH:21]=[CH:20][N:19]=2)[C:12]=1[CH2:11][O:10][C:7]1[CH:8]=[CH:9][C:4]([C:3]([NH:28][CH2:27][C:26]([F:30])([F:29])[F:25])=[O:24])=[CH:5][N:6]=1. The yield is 0.980. (4) The reactants are [CH:1]([C:3]1[C:7]2[NH:8][C:9]([C:11]([O:13][CH2:14][CH3:15])=[O:12])=[CH:10][C:6]=2[O:5][CH:4]=1)=[CH2:2]. The catalyst is CCOC(C)=O.[Pd]. The product is [CH2:1]([C:3]1[C:7]2[NH:8][C:9]([C:11]([O:13][CH2:14][CH3:15])=[O:12])=[CH:10][C:6]=2[O:5][CH:4]=1)[CH3:2]. The yield is 0.910. (5) The reactants are [Br:1][C:2]1[CH:7]=[CH:6][C:5]([C:8]([C:10]2[CH:15]=[CH:14][C:13]([O:16]C)=[CH:12][CH:11]=2)=[O:9])=[CH:4][C:3]=1[CH3:18].[Al+3].[Cl-].[Cl-].[Cl-].O. The catalyst is C1C=CC=CC=1. The product is [Br:1][C:2]1[CH:7]=[CH:6][C:5]([C:8]([C:10]2[CH:15]=[CH:14][C:13]([OH:16])=[CH:12][CH:11]=2)=[O:9])=[CH:4][C:3]=1[CH3:18]. The yield is 0.930.